Dataset: Full USPTO retrosynthesis dataset with 1.9M reactions from patents (1976-2016). Task: Predict the reactants needed to synthesize the given product. (1) Given the product [Br:5][CH2:6][C@@:7]([OH:12])([CH3:11])[C:8]([NH:20][C:21]1[CH:28]=[CH:27][C:24]([C:25]#[N:26])=[C:23]([Cl:29])[CH:22]=1)=[O:9], predict the reactants needed to synthesize it. The reactants are: S(Cl)(Cl)=O.[Br:5][CH2:6][C@@:7]([OH:12])([CH3:11])[C:8](O)=[O:9].CCN(CC)CC.[NH2:20][C:21]1[CH:28]=[CH:27][C:24]([C:25]#[N:26])=[C:23]([Cl:29])[CH:22]=1. (2) Given the product [Cl:12][CH2:11][CH2:10][CH2:9][N:3]([CH2:4][CH3:5])[CH2:1][CH3:2], predict the reactants needed to synthesize it. The reactants are: [CH2:1]([NH:3][CH2:4][CH3:5])[CH3:2].[OH-].[Na+].Br[CH2:9][CH2:10][CH2:11][Cl:12].